Dataset: NCI-60 drug combinations with 297,098 pairs across 59 cell lines. Task: Regression. Given two drug SMILES strings and cell line genomic features, predict the synergy score measuring deviation from expected non-interaction effect. (1) Drug 1: CCCCCOC(=O)NC1=NC(=O)N(C=C1F)C2C(C(C(O2)C)O)O. Drug 2: CC1=C2C(C(=O)C3(C(CC4C(C3C(C(C2(C)C)(CC1OC(=O)C(C(C5=CC=CC=C5)NC(=O)OC(C)(C)C)O)O)OC(=O)C6=CC=CC=C6)(CO4)OC(=O)C)O)C)O. Cell line: U251. Synergy scores: CSS=8.11, Synergy_ZIP=6.55, Synergy_Bliss=7.98, Synergy_Loewe=-2.04, Synergy_HSA=3.04. (2) Drug 1: C1=CC=C(C(=C1)C(C2=CC=C(C=C2)Cl)C(Cl)Cl)Cl. Drug 2: C1CCC(C(C1)N)N.C(=O)(C(=O)[O-])[O-].[Pt+4]. Cell line: SR. Synergy scores: CSS=43.4, Synergy_ZIP=4.29, Synergy_Bliss=-2.85, Synergy_Loewe=-36.5, Synergy_HSA=-2.28.